From a dataset of Reaction yield outcomes from USPTO patents with 853,638 reactions. Predict the reaction yield, written as a fraction of the theoretical maximum amount of product (1.0 means a 100% yield; for example, 0.34 means a 34% yield). (1) The yield is 0.910. The product is [ClH:39].[F:38][CH:2]([F:1])[O:3][C:4]1[CH:5]=[C:6]([N:10]2[CH:14]=[C:13]([C:15]([NH:17][C:18]3[CH:23]=[CH:22][C:21]([C@@H:24]4[O:29][CH2:28][CH2:27][NH:26][CH2:25]4)=[CH:20][C:19]=3[F:37])=[O:16])[CH:12]=[N:11]2)[CH:7]=[CH:8][CH:9]=1. The reactants are [F:1][CH:2]([F:38])[O:3][C:4]1[CH:5]=[C:6]([N:10]2[CH:14]=[C:13]([C:15]([NH:17][C:18]3[CH:23]=[CH:22][C:21]([C@@H:24]4[O:29][CH2:28][CH2:27][N:26](C(OC(C)(C)C)=O)[CH2:25]4)=[CH:20][C:19]=3[F:37])=[O:16])[CH:12]=[N:11]2)[CH:7]=[CH:8][CH:9]=1.[ClH:39].CCOCC. The catalyst is O1CCOCC1. (2) The reactants are [BH4-].[Na+].[NH2:3][C:4]1[C:9]([C:10](=[O:16])[C:11]([N:13]([CH3:15])[CH3:14])=[O:12])=[CH:8][C:7]([Br:17])=[CH:6][N:5]=1. The catalyst is CO. The product is [NH2:3][C:4]1[C:9]([CH:10]([OH:16])[C:11]([N:13]([CH3:14])[CH3:15])=[O:12])=[CH:8][C:7]([Br:17])=[CH:6][N:5]=1. The yield is 0.571. (3) The product is [CH2:1]([O:8][C:9]1[CH:10]=[C:11]2[C:15](=[CH:16][CH:17]=1)[N:14]([C:19]1[CH:24]=[CH:23][C:22]([F:25])=[CH:21][CH:20]=1)[CH:13]=[CH:12]2)[C:2]1[CH:3]=[CH:4][CH:5]=[CH:6][CH:7]=1. The yield is 0.600. The catalyst is O.CCOCC. The reactants are [CH2:1]([O:8][C:9]1[CH:10]=[C:11]2[C:15](=[CH:16][CH:17]=1)[NH:14][CH:13]=[CH:12]2)[C:2]1[CH:7]=[CH:6][CH:5]=[CH:4][CH:3]=1.Br[C:19]1[CH:24]=[CH:23][C:22]([F:25])=[CH:21][CH:20]=1.[OH-].[K+].Cl. (4) The reactants are Cl[C:2]1[CH:12]=[C:6]2[N:7]([CH3:11])[CH2:8][CH2:9][CH2:10][N:5]2[C:4](=[O:13])[N:3]=1.[F:14][C:15]1[CH:16]=[C:17]([CH2:33][OH:34])[CH:18]=[C:19]([F:32])[C:20]=1[O:21][C:22]1[CH:23]=[N:24][C:25]([C:28]([F:31])([F:30])[F:29])=[CH:26][CH:27]=1.[H-].[Na+].Cl. The catalyst is CN(C)C=O. The product is [F:14][C:15]1[CH:16]=[C:17]([CH:18]=[C:19]([F:32])[C:20]=1[O:21][C:22]1[CH:23]=[N:24][C:25]([C:28]([F:31])([F:29])[F:30])=[CH:26][CH:27]=1)[CH2:33][O:34][C:2]1[CH:12]=[C:6]2[N:7]([CH3:11])[CH2:8][CH2:9][CH2:10][N:5]2[C:4](=[O:13])[N:3]=1. The yield is 0.280. (5) The reactants are Cl[C:2]1[CH:3]=[CH:4][C:5]2[C:15]3[C:10](=[CH:11][N:12]=[CH:13][CH:14]=3)[CH:9]([CH3:16])[O:8][C:6]=2[CH:7]=1.C(OC(=O)[NH:23][CH:24]([CH2:27][C:28]([F:31])([CH3:30])[CH3:29])[CH2:25][OH:26])(C)(C)C. No catalyst specified. The product is [F:31][C:28]([CH3:30])([CH3:29])[CH2:27][CH:24]([NH2:23])[CH2:25][O:26][C:2]1[CH:3]=[CH:4][C:5]2[C:15]3[C:10](=[CH:11][N:12]=[CH:13][CH:14]=3)[CH:9]([CH3:16])[O:8][C:6]=2[CH:7]=1. The yield is 0.990. (6) The reactants are O.NN.[N:4]1([C:13]2[CH:18]=[CH:17][N:16]=[C:15]([NH:19][C@H:20]3[CH2:25][CH2:24][C@H:23]([CH2:26][N:27]4C(=O)C5C(=CC=CC=5)C4=O)[CH2:22][CH2:21]3)[N:14]=2)[C:8]2[CH:9]=[CH:10][CH:11]=[CH:12][C:7]=2[N:6]=[N:5]1. The product is [NH2:27][CH2:26][C@H:23]1[CH2:22][CH2:21][C@H:20]([NH:19][C:15]2[N:14]=[C:13]([N:4]3[C:8]4[CH:9]=[CH:10][CH:11]=[CH:12][C:7]=4[N:6]=[N:5]3)[CH:18]=[CH:17][N:16]=2)[CH2:25][CH2:24]1. The catalyst is CCO. The yield is 0.650. (7) The reactants are COC1C=CC2C(C)CN(C(=O)C(F)(F)F)C(C)CC=2N=1.BrBr.C([O-])(O)=O.[Na+].[Br:29][C:30]1[C:48]([O:49][CH3:50])=[N:47][C:33]2[CH2:34][CH:35]([CH3:46])[N:36](C(=O)C(F)(F)F)[CH2:37][CH:38]([CH3:39])[C:32]=2[CH:31]=1.C([O-])([O-])=O.[K+].[K+]. The catalyst is CO.CCOC(C)=O. The product is [Br:29][C:30]1[C:48]([O:49][CH3:50])=[N:47][C:33]2[CH2:34][CH:35]([CH3:46])[NH:36][CH2:37][CH:38]([CH3:39])[C:32]=2[CH:31]=1. The yield is 0.790. (8) The reactants are [Br:1][C:2]1[CH:7]=[CH:6][CH:5]=[CH:4][C:3]=1[NH:8][N:9]=[C:10]([C:18]#[N:19])[C:11]([NH:13][CH2:14][CH2:15][CH2:16][CH3:17])=[O:12].[Cl-].[Al+3].[Cl-].[Cl-].O.[C@H](O)(C([O-])=O)[C@@H](O)C([O-])=O.[Na+].[K+]. The yield is 0.260. The catalyst is C1(C)C=CC=CC=1. The product is [NH2:19][C:18]1[C:4]2[C:3](=[C:2]([Br:1])[CH:7]=[CH:6][CH:5]=2)[N:8]=[N:9][C:10]=1[C:11]([NH:13][CH2:14][CH2:15][CH2:16][CH3:17])=[O:12]. (9) The reactants are Br[C:2]1[CH:3]=[C:4]2[C:9](=[CH:10][CH:11]=1)[C:8]([N:12]([CH3:14])[CH3:13])=[N:7][N:6]=[CH:5]2.[CH2:15]([Sn](CCCC)(CCCC)C=C)[CH2:16]CC. The catalyst is C1C=CC([P]([Pd]([P](C2C=CC=CC=2)(C2C=CC=CC=2)C2C=CC=CC=2)([P](C2C=CC=CC=2)(C2C=CC=CC=2)C2C=CC=CC=2)[P](C2C=CC=CC=2)(C2C=CC=CC=2)C2C=CC=CC=2)(C2C=CC=CC=2)C2C=CC=CC=2)=CC=1.C1(C)C=CC=CC=1. The product is [CH3:13][N:12]([CH3:14])[C:8]1[C:9]2[C:4](=[CH:3][C:2]([CH:15]=[CH2:16])=[CH:11][CH:10]=2)[CH:5]=[N:6][N:7]=1. The yield is 0.593.